Dataset: Reaction yield outcomes from USPTO patents with 853,638 reactions. Task: Predict the reaction yield, written as a fraction of the theoretical maximum amount of product (1.0 means a 100% yield; for example, 0.34 means a 34% yield). The reactants are [CH3:1][C:2]1[S:3][C:4]([C:8]([OH:10])=O)=[C:5]([CH3:7])[N:6]=1.[NH2:11][C:12]1[CH:13]=[C:14]([CH:31]=[CH:32][CH:33]=1)[O:15][C:16]1[CH:17]=[CH:18][C:19]2[N:20]([CH:22]=[C:23]([NH:25][C:26]([CH:28]3[CH2:30][CH2:29]3)=[O:27])[N:24]=2)[N:21]=1.ON1C2C=CC=CC=2N=N1.Cl.C(N=C=NCCCN(C)C)C.C(N(CC)CC)C. The catalyst is CN(C)C=O. The product is [CH:28]1([C:26]([NH:25][C:23]2[N:24]=[C:19]3[CH:18]=[CH:17][C:16]([O:15][C:14]4[CH:13]=[C:12]([NH:11][C:8]([C:4]5[S:3][C:2]([CH3:1])=[N:6][C:5]=5[CH3:7])=[O:10])[CH:33]=[CH:32][CH:31]=4)=[N:21][N:20]3[CH:22]=2)=[O:27])[CH2:29][CH2:30]1. The yield is 0.710.